From a dataset of Reaction yield outcomes from USPTO patents with 853,638 reactions. Predict the reaction yield, written as a fraction of the theoretical maximum amount of product (1.0 means a 100% yield; for example, 0.34 means a 34% yield). (1) The product is [ClH:25].[CH3:26][NH:27][CH2:23][C:10]1[CH:9]=[C:8]([C:4]2[CH:5]=[CH:6][CH:7]=[C:2]([CH3:1])[CH:3]=2)[N:12]([S:13]([C:16]2[CH:17]=[CH:18][C:19]([CH3:22])=[CH:20][CH:21]=2)(=[O:14])=[O:15])[CH:11]=1. No catalyst specified. The reactants are [CH3:1][C:2]1[CH:3]=[C:4]([C:8]2[N:12]([S:13]([C:16]3[CH:21]=[CH:20][C:19]([CH3:22])=[CH:18][CH:17]=3)(=[O:15])=[O:14])[CH:11]=[C:10]([CH:23]=O)[CH:9]=2)[CH:5]=[CH:6][CH:7]=1.[Cl-:25].[CH3:26][NH3+:27].C([BH3-])#N.[Na+]. The yield is 0.520. (2) The reactants are [C:1]([CH:3]([C:5]1[CH:6]=[C:7]([CH:11]=[CH:12][CH:13]=1)[C:8]([OH:10])=[O:9])[CH3:4])#[N:2].S(=O)(=O)(O)O.[CH3:19]O. No catalyst specified. The product is [C:1]([CH:3]([C:5]1[CH:6]=[C:7]([CH:11]=[CH:12][CH:13]=1)[C:8]([O:10][CH3:19])=[O:9])[CH3:4])#[N:2]. The yield is 0.890.